From a dataset of Forward reaction prediction with 1.9M reactions from USPTO patents (1976-2016). Predict the product of the given reaction. (1) Given the reactants COC1C=CC(C[N:8]2[CH:12]=[C:11]([C:13]3[N:14]=[C:15]([NH:19][C:20]4[CH:25]=[C:24]([F:26])[CH:23]=[CH:22][N:21]=4)[S:16][C:17]=3[CH3:18])[CH:10]=[N:9]2)=CC=1.C([O-])([O-])=O.[Na+].[Na+].O, predict the reaction product. The product is: [F:26][C:24]1[CH:23]=[CH:22][N:21]=[C:20]([NH:19][C:15]2[S:16][C:17]([CH3:18])=[C:13]([C:11]3[CH:12]=[N:8][NH:9][CH:10]=3)[N:14]=2)[CH:25]=1. (2) Given the reactants [CH:1]12[CH2:10][CH:5]3[CH2:6][CH:7]([CH2:9][CH:3]([CH2:4]3)[CH:2]1[CH2:11][CH2:12][O:13][C:14]1[CH:15]=[C:16]([CH2:20][CH2:21][NH:22]C(=O)OC(C)(C)C)[CH:17]=[CH:18][CH:19]=1)[CH2:8]2.Cl, predict the reaction product. The product is: [CH:3]12[CH2:9][CH:7]3[CH2:6][CH:5]([CH2:10][CH:1]([CH2:8]3)[CH:2]1[CH2:11][CH2:12][O:13][C:14]1[CH:15]=[C:16]([CH2:20][CH2:21][NH2:22])[CH:17]=[CH:18][CH:19]=1)[CH2:4]2. (3) Given the reactants [CH2:1]([C:3]1[N:7]2[CH:8]=[CH:9][CH:10]=[C:11]([C:12]([F:15])([F:14])[F:13])[C:6]2=[N:5][C:4]=1[NH:16][C:17](=[O:23])[O:18][C:19]([CH3:22])([CH3:21])[CH3:20])[CH3:2].[H-].[Na+].[C:26]1([S:32](Cl)(=[O:34])=[O:33])[CH:31]=[CH:30][CH:29]=[CH:28][CH:27]=1, predict the reaction product. The product is: [C:19]([O:18][C:17]([N:16]([C:4]1[N:5]=[C:6]2[C:11]([C:12]([F:13])([F:14])[F:15])=[CH:10][CH:9]=[CH:8][N:7]2[C:3]=1[CH2:1][CH3:2])[S:32]([C:26]1[CH:31]=[CH:30][CH:29]=[CH:28][CH:27]=1)(=[O:34])=[O:33])=[O:23])([CH3:22])([CH3:21])[CH3:20]. (4) Given the reactants [OH:1][C:2]1[C:9]([O:10][CH3:11])=[CH:8][C:5]([CH:6]=O)=[C:4]([O:12][CH3:13])[CH:3]=1.[NH:14]1[CH2:18][CH2:17][CH2:16][CH2:15]1.[BH-](OC(C)=O)(OC(C)=O)OC(C)=O.[Na+].OS([O-])(=O)=O.[Na+], predict the reaction product. The product is: [CH3:11][O:10][C:9]1[CH:8]=[C:5]([CH2:6][N:14]2[CH2:18][CH2:17][CH2:16][CH2:15]2)[C:4]([O:12][CH3:13])=[CH:3][C:2]=1[OH:1]. (5) Given the reactants [Cl:1][C:2]1[CH:7]=[CH:6][C:5]([C:8]2[CH:13]=[C:12]([C:14]([F:17])([F:16])[F:15])[N:11]=[C:10]([C:18]([NH:20][OH:21])=[NH:19])[N:9]=2)=[CH:4][CH:3]=1.[S:22]([C:26]1[S:27][C:28]([C:31](O)=O)=[CH:29][CH:30]=1)(=[O:25])(=[O:24])[NH2:23], predict the reaction product. The product is: [Cl:1][C:2]1[CH:7]=[CH:6][C:5]([C:8]2[CH:13]=[C:12]([C:14]([F:15])([F:16])[F:17])[N:11]=[C:10]([C:18]3[N:19]=[C:31]([C:28]4[S:27][C:26]([S:22]([NH2:23])(=[O:25])=[O:24])=[CH:30][CH:29]=4)[O:21][N:20]=3)[N:9]=2)=[CH:4][CH:3]=1. (6) Given the reactants C(C1C=C[C:6]([C:9]([F:12])([F:11])[F:10])=[CH:5][N:4]=1)#N.[CH3:13][Mg]Br.Cl.[O:17]1[CH2:21][CH2:20][CH2:19][CH2:18]1, predict the reaction product. The product is: [C:18]([C:19]1[CH:20]=[CH:21][C:6]([C:9]([F:12])([F:11])[F:10])=[CH:5][N:4]=1)(=[O:17])[CH3:13].